This data is from Catalyst prediction with 721,799 reactions and 888 catalyst types from USPTO. The task is: Predict which catalyst facilitates the given reaction. Reactant: C[O:2][C:3](=[O:26])[C:4]1[CH:9]=[CH:8][C:7]([O:10][CH3:11])=[C:6]([S:12](=[O:25])(=[O:24])[NH:13][C:14]2[CH:15]=[N:16][C:17]3[C:22]([CH:23]=2)=[CH:21][CH:20]=[CH:19][CH:18]=3)[CH:5]=1.[Li+].[OH-]. Product: [CH3:11][O:10][C:7]1[CH:8]=[CH:9][C:4]([C:3]([OH:26])=[O:2])=[CH:5][C:6]=1[S:12](=[O:25])(=[O:24])[NH:13][C:14]1[CH:15]=[N:16][C:17]2[C:22]([CH:23]=1)=[CH:21][CH:20]=[CH:19][CH:18]=2. The catalyst class is: 20.